From a dataset of Reaction yield outcomes from USPTO patents with 853,638 reactions. Predict the reaction yield, written as a fraction of the theoretical maximum amount of product (1.0 means a 100% yield; for example, 0.34 means a 34% yield). (1) The reactants are [NH2:1][C:2]1[CH:3]=[C:4]([CH:21]=[CH:22][CH:23]=1)[O:5][C:6]1[CH:7]=[CH:8][C:9]2[N:10]([CH:12]=[C:13]([NH:15][C:16]([CH:18]3[CH2:20][CH2:19]3)=[O:17])[N:14]=2)[N:11]=1.[F:24][C:25]([F:36])([F:35])[C:26]1[CH:27]=[C:28]([CH:32]=[CH:33][CH:34]=1)[C:29](O)=[O:30].Cl.CN(C)CCCN=C=NCC.ON1C2C=CC=CC=2N=N1. The catalyst is CN(C)C=O. The product is [CH:18]1([C:16]([NH:15][C:13]2[N:14]=[C:9]3[CH:8]=[CH:7][C:6]([O:5][C:4]4[CH:3]=[C:2]([NH:1][C:29](=[O:30])[C:28]5[CH:32]=[CH:33][CH:34]=[C:26]([C:25]([F:24])([F:35])[F:36])[CH:27]=5)[CH:23]=[CH:22][CH:21]=4)=[N:11][N:10]3[CH:12]=2)=[O:17])[CH2:20][CH2:19]1. The yield is 0.690. (2) The reactants are [NH2:1][C:2]1[CH:9]=[C:8]([Br:10])[CH:7]=[CH:6][C:3]=1[CH:4]=O.C(O/[CH:14]=[CH:15]/[CH3:16])C.CC1C=CC(S(O)(=O)=O)=CC=1. The catalyst is C1(C)C=CC=CC=1. The product is [Br:10][C:8]1[CH:9]=[C:2]2[C:3]([CH:4]=[C:15]([CH3:16])[CH:14]=[N:1]2)=[CH:6][CH:7]=1. The yield is 0.570. (3) The reactants are [O:1]1[C:5]2[C:6]3[C:7](=[CH:13][CH2:14][NH2:15])[CH2:8][CH2:9][C:10]=3[CH:11]=[CH:12][C:4]=2[N:3]=[CH:2]1.C(N(CC)CC)C.[C:23](O[C:23](=[O:26])[CH2:24][CH3:25])(=[O:26])[CH2:24][CH3:25].C(=O)([O-])O.[Na+]. The catalyst is O1CCCC1. The product is [O:1]1[C:5]2[C:6]3[C:7](=[CH:13][CH2:14][NH:15][C:23](=[O:26])[CH2:24][CH3:25])[CH2:8][CH2:9][C:10]=3[CH:11]=[CH:12][C:4]=2[N:3]=[CH:2]1. The yield is 0.890. (4) The reactants are [Cl:1][C:2]1[CH:10]=[CH:9][C:5]([C:6]([OH:8])=[O:7])=[CH:4][C:3]=1[OH:11].[CH:12](O)([CH3:14])[CH3:13]. No catalyst specified. The product is [CH:12]([O:7][C:6](=[O:8])[C:5]1[CH:9]=[CH:10][C:2]([Cl:1])=[C:3]([OH:11])[CH:4]=1)([CH3:14])[CH3:13]. The yield is 0.750. (5) The catalyst is C(Cl)Cl. The yield is 0.770. The product is [F:1][C:2]1[CH:7]=[CH:6][CH:5]=[C:4]([F:8])[C:3]=1[N:9]1[C:14]2[N:15]=[C:16]([NH:41][CH2:40][CH2:39][CH2:38][N:37]([CH3:42])[CH3:36])[N:17]=[C:18]([C:19]3[CH:20]=[C:21]([CH:28]=[CH:29][C:30]=3[CH3:31])[C:22]([NH:24][CH2:25][CH2:26][CH3:27])=[O:23])[C:13]=2[CH2:12][NH:11][C:10]1=[O:35]. The reactants are [F:1][C:2]1[CH:7]=[CH:6][CH:5]=[C:4]([F:8])[C:3]=1[N:9]1[C:14]2[N:15]=[C:16](S(C)=O)[N:17]=[C:18]([C:19]3[CH:20]=[C:21]([CH:28]=[CH:29][C:30]=3[CH3:31])[C:22]([NH:24][CH2:25][CH2:26][CH3:27])=[O:23])[C:13]=2[CH2:12][NH:11][C:10]1=[O:35].[CH3:36][N:37]([CH3:42])[CH2:38][CH2:39][CH2:40][NH2:41]. (6) The reactants are [OH-].[Na+:2].[C:3]([CH:5]([C:10]1[CH:15]=[CH:14][C:13]([O:16][CH2:17][C:18]2[CH:23]=[CH:22][C:21]([O:24][CH2:25]/[C:26](/[C:30]3[CH:35]=[CH:34][C:33]([F:36])=[CH:32][CH:31]=3)=[N:27]\[O:28][CH3:29])=[CH:20][CH:19]=2)=[CH:12][CH:11]=1)[CH2:6][C:7]([OH:9])=[O:8])#[N:4]. No catalyst specified. The product is [C:3]([CH:5]([C:10]1[CH:11]=[CH:12][C:13]([O:16][CH2:17][C:18]2[CH:23]=[CH:22][C:21]([O:24][CH2:25]/[C:26](/[C:30]3[CH:31]=[CH:32][C:33]([F:36])=[CH:34][CH:35]=3)=[N:27]\[O:28][CH3:29])=[CH:20][CH:19]=2)=[CH:14][CH:15]=1)[CH2:6][C:7]([O-:9])=[O:8])#[N:4].[Na+:2]. The yield is 0.738. (7) The reactants are C1(P([CH2:15][S:16]([NH:19][C:20](=[O:26])[O:21][C:22]([CH3:25])([CH3:24])[CH3:23])(=[O:18])=[O:17])(C2C=CC=CC=2)=O)C=CC=CC=1.[H-].[Na+].[CH2:29]([O:33][C:34]1[CH:38]=[C:37]([CH:39]=O)[N:36]([CH2:41][C:42]2[CH:47]=[CH:46][C:45]([Cl:48])=[CH:44][C:43]=2[Cl:49])[N:35]=1)[CH2:30][CH2:31][CH3:32]. The catalyst is CN(C)C=O.[Cl-].[Na+].O. The product is [CH2:29]([O:33][C:34]1[CH:38]=[C:37](/[CH:39]=[CH:15]/[S:16]([NH:19][C:20](=[O:26])[O:21][C:22]([CH3:24])([CH3:23])[CH3:25])(=[O:18])=[O:17])[N:36]([CH2:41][C:42]2[CH:47]=[CH:46][C:45]([Cl:48])=[CH:44][C:43]=2[Cl:49])[N:35]=1)[CH2:30][CH2:31][CH3:32]. The yield is 0.390.